This data is from Reaction yield outcomes from USPTO patents with 853,638 reactions. The task is: Predict the reaction yield, written as a fraction of the theoretical maximum amount of product (1.0 means a 100% yield; for example, 0.34 means a 34% yield). (1) The reactants are [CH3:1][O:2][C:3]([CH:5](P(OC)(OC)=O)[NH:6][C:7]([O:9][CH2:10][C:11]1[CH:16]=[CH:15][CH:14]=[CH:13][CH:12]=1)=[O:8])=[O:4].[Br:23][C:24]1[CH:25]=[C:26]([CH:29]=O)[S:27][CH:28]=1.C1CCN2C(=NCCC2)CC1. The catalyst is ClCCl. The product is [CH2:10]([O:9][C:7]([NH:6]/[C:5](=[CH:29]\[C:26]1[S:27][CH:28]=[C:24]([Br:23])[CH:25]=1)/[C:3]([O:2][CH3:1])=[O:4])=[O:8])[C:11]1[CH:12]=[CH:13][CH:14]=[CH:15][CH:16]=1. The yield is 0.680. (2) The reactants are [F:1][C:2]1[CH:7]=[CH:6][C:5]([F:8])=[CH:4][C:3]=1B(O)O.C(=O)([O-])[O-].[K+].[K+].Br[C:19]1[CH:24]=[C:23]([F:25])[CH:22]=[CH:21][C:20]=1[C:26](=[O:28])[CH3:27]. The catalyst is [Br-].C([N+](CCCC)(CCCC)CCCC)CCC.C([O-])(=O)C.[Pd+2].C([O-])(=O)C. The product is [F:1][C:2]1[CH:7]=[CH:6][C:5]([F:8])=[CH:4][C:3]=1[C:19]1[CH:24]=[C:23]([F:25])[CH:22]=[CH:21][C:20]=1[C:26](=[O:28])[CH3:27]. The yield is 0.270. (3) The reactants are P(Cl)(Cl)(Cl)(Cl)[Cl:2].[Cl:7][C:8]1[CH:21]=[CH:20][C:11]([C:12]([C:14]2[CH:19]=[CH:18][CH:17]=[CH:16][CH:15]=2)=[O:13])=[CH:10][CH:9]=1. No catalyst specified. The product is [Cl-:2].[Cl-:7].[Cl:7][C:8]1[CH:9]=[CH:10][C:11]([C:12]([C:14]2[CH:19]=[CH:18][CH:17]=[CH:16][CH:15]=2)=[O:13])=[CH:20][CH:21]=1. The yield is 0.890. (4) The reactants are [C:1]([CH2:3][CH2:4][C:5]([C:8]1[CH:16]=[CH:15][C:11]([C:12]([OH:14])=O)=[CH:10][CH:9]=1)([CH3:7])[CH3:6])#[N:2].[CH3:17][C:18]1[CH:19]=[CH:20][C:21]2[N:22]([CH:24]=[C:25]([NH2:27])[N:26]=2)[CH:23]=1. No catalyst specified. The product is [C:1]([CH2:3][CH2:4][C:5]([C:8]1[CH:9]=[CH:10][C:11]([C:12]([NH:27][C:25]2[N:26]=[C:21]3[CH:20]=[CH:19][C:18]([CH3:17])=[CH:23][N:22]3[CH:24]=2)=[O:14])=[CH:15][CH:16]=1)([CH3:6])[CH3:7])#[N:2]. The yield is 0.240. (5) The reactants are O=[C:2]1[CH2:7][CH2:6][N:5]([C:8]2[CH:13]=[CH:12][C:11]([N:14]3[CH2:18][C@H:17]([CH2:19][NH:20][C:21](=[O:23])[CH3:22])[O:16][C:15]3=[O:24])=[CH:10][C:9]=2[F:25])[CH2:4][CH2:3]1.[C-:26]#[N:27].[Na+].[C:29]([C:31]1[CH:37]=[CH:36][C:34]([NH2:35])=[CH:33][CH:32]=1)#[N:30]. No catalyst specified. The product is [C:29]([C:31]1[CH:37]=[CH:36][C:34]([NH:35][C:2]2([C:26]#[N:27])[CH2:7][CH2:6][N:5]([C:8]3[CH:13]=[CH:12][C:11]([N:14]4[CH2:18][C@H:17]([CH2:19][NH:20][C:21](=[O:23])[CH3:22])[O:16][C:15]4=[O:24])=[CH:10][C:9]=3[F:25])[CH2:4][CH2:3]2)=[CH:33][CH:32]=1)#[N:30]. The yield is 0.550. (6) The catalyst is CCOC(C)=O.C1CCCCC1. The product is [CH3:28][O:27][C:23]1[CH:22]=[C:20]([NH:21][C:2]2[CH:7]=[N:6][CH:5]=[C:4]([O:8][C:9]3[CH:14]=[CH:13][CH:12]=[C:11]([Cl:15])[CH:10]=3)[N:3]=2)[CH:19]=[C:18]([O:17][CH3:16])[C:24]=1[O:25][CH3:26]. The reactants are Cl[C:2]1[CH:7]=[N:6][CH:5]=[C:4]([O:8][C:9]2[CH:14]=[CH:13][CH:12]=[C:11]([Cl:15])[CH:10]=2)[N:3]=1.[CH3:16][O:17][C:18]1[CH:19]=[C:20]([CH:22]=[C:23]([O:27][CH3:28])[C:24]=1[O:25][CH3:26])[NH2:21]. The yield is 0.430. (7) The reactants are [Cl:1][C:2]1[CH:10]=[CH:9][CH:8]=[C:7]2[C:3]=1[C:4]([C:17]([O:19]C)=[O:18])=[CH:5][N:6]2[CH2:11][CH2:12][O:13][CH:14]([F:16])[F:15].[OH-].[Na+]. The yield is 0.980. The catalyst is CO. The product is [Cl:1][C:2]1[CH:10]=[CH:9][CH:8]=[C:7]2[C:3]=1[C:4]([C:17]([OH:19])=[O:18])=[CH:5][N:6]2[CH2:11][CH2:12][O:13][CH:14]([F:16])[F:15]. (8) The reactants are [CH3:1][O:2][C:3](=[O:16])[CH:4]=[CH:5][C:6]1[CH:11]=[CH:10][CH:9]=[C:8]([S:12](Cl)(=[O:14])=[O:13])[CH:7]=1.[NH2:17][C:18]1[CH:27]=[CH:26][C:25]2[C:20](=[CH:21][CH:22]=[CH:23][CH:24]=2)[CH:19]=1.C([O-])(O)=O.[Na+]. The catalyst is O1CCOCC1.O. The product is [CH3:1][O:2][C:3](=[O:16])[CH:4]=[CH:5][C:6]1[CH:11]=[CH:10][CH:9]=[C:8]([S:12](=[O:14])(=[O:13])[NH:17][C:18]2[CH:27]=[CH:26][C:25]3[C:20](=[CH:21][CH:22]=[CH:23][CH:24]=3)[CH:19]=2)[CH:7]=1. The yield is 0.340. (9) The product is [CH:19]([C:16]1[CH:17]=[CH:18][C:13]([NH:10][C:11]([NH:9][CH2:8][CH2:7][C:2]2[CH:3]=[CH:4][CH:5]=[CH:6][N:1]=2)=[O:12])=[CH:14][CH:15]=1)([CH3:21])[CH3:20]. The reactants are [N:1]1[CH:6]=[CH:5][CH:4]=[CH:3][C:2]=1[CH2:7][CH2:8][NH2:9].[N:10]([C:13]1[CH:18]=[CH:17][C:16]([CH:19]([CH3:21])[CH3:20])=[CH:15][CH:14]=1)=[C:11]=[O:12]. The yield is 0.500. No catalyst specified.